This data is from Full USPTO retrosynthesis dataset with 1.9M reactions from patents (1976-2016). The task is: Predict the reactants needed to synthesize the given product. (1) Given the product [CH:18]1([N:9]2[C:10]3[CH:15]=[CH:14][N:13]=[C:12]([O:16][CH3:17])[C:11]=3[C:7]([NH:25][C:26]3[CH:27]=[C:28]([S:32]([NH2:35])(=[O:33])=[O:34])[CH:29]=[CH:30][CH:31]=3)=[N:8]2)[CH2:19][CH2:20][CH2:21][CH2:22]1, predict the reactants needed to synthesize it. The reactants are: FC(F)(F)S(O[C:7]1[C:11]2[C:12]([O:16][CH3:17])=[N:13][CH:14]=[CH:15][C:10]=2[N:9]([CH:18]2[CH2:22][CH2:21][CH2:20][CH2:19]2)[N:8]=1)(=O)=O.[NH2:25][C:26]1[CH:27]=[C:28]([S:32]([NH2:35])(=[O:34])=[O:33])[CH:29]=[CH:30][CH:31]=1.CC1(C)C2C=CC=C(P(C3C=CC=CC=3)C3C=CC=CC=3)C=2OC2C1=CC=CC=2P(C1C=CC=CC=1)C1C=CC=CC=1.C(=O)([O-])[O-].[Cs+].[Cs+]. (2) The reactants are: [OH:1][C:2]1[C:11]2[C:6](=[CH:7][C:8]([C:12]3[CH:13]=[C:14]([CH:18]=[CH:19][C:20]=3[CH3:21])[C:15]([OH:17])=[O:16])=[CH:9][CH:10]=2)[CH:5]=[N:4][N:3]=1.S(Cl)(Cl)=O.[CH3:26]O. Given the product [OH:1][C:2]1[C:11]2[C:6](=[CH:7][C:8]([C:12]3[CH:13]=[C:14]([CH:18]=[CH:19][C:20]=3[CH3:21])[C:15]([O:17][CH3:26])=[O:16])=[CH:9][CH:10]=2)[CH:5]=[N:4][N:3]=1, predict the reactants needed to synthesize it. (3) Given the product [C:15]1([CH:14]([C:21]2[CH:26]=[CH:25][CH:24]=[CH:23][CH:22]=2)[CH2:13][NH:12][C:10]2[C:9]3[C:4](=[CH:5][CH:6]=[CH:7][CH:8]=3)[N:3]=[C:2]([C:34]3[C:35]4[C:30]([CH:31]=[CH:32][CH:33]=3)=[N:29][N:28]([CH3:27])[CH:36]=4)[N:11]=2)[CH:20]=[CH:19][CH:18]=[CH:17][CH:16]=1, predict the reactants needed to synthesize it. The reactants are: Cl[C:2]1[N:11]=[C:10]([NH:12][CH2:13][CH:14]([C:21]2[CH:26]=[CH:25][CH:24]=[CH:23][CH:22]=2)[C:15]2[CH:20]=[CH:19][CH:18]=[CH:17][CH:16]=2)[C:9]2[C:4](=[CH:5][CH:6]=[CH:7][CH:8]=2)[N:3]=1.[CH3:27][N:28]1[CH:36]=[C:35]2[C:30]([CH:31]=[CH:32][CH:33]=[C:34]2B(O)O)=[N:29]1.C(NC1C2C(=CC=CC=2)N=C(C2SC3C=CC=CC=3C=2)N=1)(C1C=CC=CC=1)C1C=CC=CC=1. (4) Given the product [NH2:1][CH2:2][C:3]1[N:4]([CH2:21][CH:22]([CH3:24])[CH3:23])[C:5](=[O:20])[C:6]2[C:11]([C:12]=1[C:13]1[CH:18]=[CH:17][CH:16]=[CH:15][CH:14]=1)=[CH:10][C:9]([S:29][CH3:28])=[CH:8][CH:7]=2, predict the reactants needed to synthesize it. The reactants are: [NH2:1][CH2:2][C:3]1[N:4]([CH2:21][CH:22]([CH3:24])[CH3:23])[C:5](=[O:20])[C:6]2[C:11]([C:12]=1[C:13]1[CH:18]=[CH:17][CH:16]=[CH:15][CH:14]=1)=[CH:10][C:9](Br)=[CH:8][CH:7]=2.C[S-].[Na+].[CH3:28][S:29]C. (5) Given the product [CH:44]1([NH:45][C:19]([C:16]2[CH:17]=[C:18]3[C:13]([C@H:12]([C:22]4[CH:27]=[CH:26][C:25]([Cl:28])=[C:24]([Cl:29])[CH:23]=4)[CH2:11][CH2:10][C@@H:9]3[N:8]([CH3:30])[C:6](=[O:7])[O:5][C:1]([CH3:4])([CH3:3])[CH3:2])=[CH:14][CH:15]=2)=[O:21])[CH2:42][CH2:43]1, predict the reactants needed to synthesize it. The reactants are: [C:1]([O:5][C:6]([N:8]([CH3:30])[C@@H:9]1[C:18]2[CH:17]=[C:16]([C:19]([OH:21])=O)[CH:15]=[CH:14][C:13]=2[C@H:12]([C:22]2[CH:27]=[CH:26][C:25]([Cl:28])=[C:24]([Cl:29])[CH:23]=2)[CH2:11][CH2:10]1)=[O:7])([CH3:4])([CH3:3])[CH3:2].CN(C(ON1N=NC2[CH:42]=[CH:43][CH:44]=[N:45]C1=2)=[N+](C)C)C.F[P-](F)(F)(F)(F)F.C1(N)CC1.CN1CCOCC1. (6) Given the product [CH2:1]([C:4]1[CH:9]=[CH:8][C:7]([CH2:10][CH2:11][CH2:12][Br:34])=[CH:6][CH:5]=1)[CH2:2][CH3:3], predict the reactants needed to synthesize it. The reactants are: [CH2:1]([C:4]1[CH:9]=[CH:8][C:7]([CH2:10][CH2:11][CH2:12]O)=[CH:6][CH:5]=1)[CH2:2][CH3:3].C1(P(C2C=CC=CC=2)C2C=CC=CC=2)C=CC=CC=1.C(Br)(Br)(Br)[Br:34].C(=O)([O-])O.[Na+]. (7) Given the product [Cl:1][C:2]1[CH:7]=[CH:6][C:5]([O:8][CH2:18][C:16]([Cl:15])=[CH2:17])=[CH:4][CH:3]=1, predict the reactants needed to synthesize it. The reactants are: [Cl:1][C:2]1[CH:7]=[CH:6][C:5]([OH:8])=[CH:4][CH:3]=1.C(=O)([O-])[O-].[K+].[K+].[Cl:15][CH:16]([CH2:18]Cl)[CH3:17]. (8) Given the product [Cl:30][C:31]1[C:39]([CH:11]=[O:12])=[CH:38][C:34]([C:35]([OH:37])=[O:36])=[C:33]([CH3:41])[CH:32]=1, predict the reactants needed to synthesize it. The reactants are: C1(C2C([CH:11]=[O:12])=CC(C(N3CCC(C4C=CC(C#N)=CC=4)CC3)=O)=C(C)C=2)CCC1.[Cl:30][C:31]1[C:39](I)=[CH:38][C:34]([C:35]([OH:37])=[O:36])=[C:33]([CH3:41])[CH:32]=1.C1(C2C(C=O)=CC(C(O)=O)=C(C)C=2)CCC1. (9) Given the product [ClH:35].[ClH:35].[CH2:1]([N:8]1[CH2:13][CH2:12][NH:11][C@H:10](/[CH:21]=[CH:22]/[C:23]2[CH:28]=[CH:27][CH:26]=[CH:25][N:24]=2)[CH2:9]1)[C:2]1[CH:3]=[CH:4][CH:5]=[CH:6][CH:7]=1, predict the reactants needed to synthesize it. The reactants are: [CH2:1]([N:8]1[CH2:13][CH2:12][N:11](C(OC(C)(C)C)=O)[C@H:10](/[CH:21]=[CH:22]/[C:23]2[CH:28]=[CH:27][CH:26]=[CH:25][N:24]=2)[CH2:9]1)[C:2]1[CH:7]=[CH:6][CH:5]=[CH:4][CH:3]=1.C(OCC)(=O)C.[ClH:35].